Dataset: Reaction yield outcomes from USPTO patents with 853,638 reactions. Task: Predict the reaction yield, written as a fraction of the theoretical maximum amount of product (1.0 means a 100% yield; for example, 0.34 means a 34% yield). The reactants are [NH2:1][C:2]1[CH:3]=[C:4]2[C:20](=[O:21])[NH:19][N:18]=[CH:17][C:6]3=[C:7]([C:11]4[CH:16]=[CH:15][CH:14]=[CH:13][CH:12]=4)[NH:8][C:9]([CH:10]=1)=[C:5]23.[C:22]1([CH3:41])[CH:27]=[CH:26][C:25]([S:28]([NH:31][C:32]2[CH:40]=[CH:39][CH:38]=[CH:37][C:33]=2[C:34](O)=[O:35])(=[O:30])=[O:29])=[CH:24][CH:23]=1.C(N(CC)CC)C.F[P-](F)(F)(F)(F)F.N1(OC(N(C)C)=[N+](C)C)C2N=CC=CC=2N=N1. The catalyst is CN(C)C=O. The product is [O:21]=[C:20]1[C:4]2[C:5]3[C:6](=[C:7]([C:11]4[CH:12]=[CH:13][CH:14]=[CH:15][CH:16]=4)[NH:8][C:9]=3[CH:10]=[C:2]([NH:1][C:34](=[O:35])[C:33]3[CH:37]=[CH:38][CH:39]=[CH:40][C:32]=3[NH:31][S:28]([C:25]3[CH:26]=[CH:27][C:22]([CH3:41])=[CH:23][CH:24]=3)(=[O:30])=[O:29])[CH:3]=2)[CH:17]=[N:18][NH:19]1. The yield is 0.610.